Dataset: Catalyst prediction with 721,799 reactions and 888 catalyst types from USPTO. Task: Predict which catalyst facilitates the given reaction. (1) Reactant: [F:1][C:2]1[CH:3]=[C:4]([CH:13]=[C:14]([F:16])[CH:15]=1)[O:5][CH2:6][CH2:7]OS(C)(=O)=O.[CH3:17][NH2:18]. Product: [F:1][C:2]1[CH:3]=[C:4]([CH:13]=[C:14]([F:16])[CH:15]=1)[O:5][CH2:6][CH2:7][NH:18][CH3:17]. The catalyst class is: 1. (2) Reactant: Cl[C:2](Cl)([O:4]C(=O)OC(Cl)(Cl)Cl)Cl.[C:13]1([S:19]([CH2:22][CH2:23][OH:24])(=[O:21])=[O:20])[CH:18]=[CH:17][CH:16]=[CH:15][CH:14]=1.N1C=CC=CC=1.[NH2:31][C:32]1[CH:37]=[CH:36][N:35]([CH:38]2[CH2:42][O:41][CH:40]([C:43]([CH3:51])([CH3:50])[O:44][SiH2:45][C:46]([CH3:49])([CH3:48])[CH3:47])[O:39]2)[C:34](=[O:52])[N:33]=1. Product: [C:13]1([S:19]([CH2:22][CH2:23][O:24][C:2](=[O:4])[NH:31][C:32]2[CH:37]=[CH:36][N:35]([CH:38]3[CH2:42][O:41][CH:40]([C:43]([CH3:51])([CH3:50])[O:44][SiH2:45][C:46]([CH3:47])([CH3:49])[CH3:48])[O:39]3)[C:34](=[O:52])[N:33]=2)(=[O:20])=[O:21])[CH:14]=[CH:15][CH:16]=[CH:17][CH:18]=1. The catalyst class is: 2. (3) Reactant: C[O:2][C:3](=[O:22])[CH:4]([C:11]1[CH:16]=[CH:15][C:14]([S:17]([CH3:20])(=[O:19])=[O:18])=[C:13]([Cl:21])[CH:12]=1)[CH2:5][C@H:6]1[CH2:10][CH2:9][CH2:8][O:7]1.O.[OH-].[Li+]. Product: [Cl:21][C:13]1[CH:12]=[C:11]([CH:4]([CH2:5][C@H:6]2[CH2:10][CH2:9][CH2:8][O:7]2)[C:3]([OH:22])=[O:2])[CH:16]=[CH:15][C:14]=1[S:17]([CH3:20])(=[O:19])=[O:18]. The catalyst class is: 40. (4) Reactant: [F:1][CH:2]([F:12])[C:3]1[C:7]([C:8]([NH2:10])=[O:9])=[CH:6][N:5]([CH3:11])[N:4]=1.Br[C:14]1[CH:15]=[CH:16][CH:17]=[C:18]2[C:23]=1[C:22](=[CH2:24])[C:21]([CH3:26])([CH3:25])[CH2:20][CH2:19]2.C([O-])([O-])=O.[K+].[K+].O. Product: [F:12][CH:2]([F:1])[C:3]1[C:7]([C:8]([NH:10][C:14]2[C:23]3[C:22](=[CH2:24])[C:21]([CH3:26])([CH3:25])[CH2:20][CH2:19][C:18]=3[CH:17]=[CH:16][CH:15]=2)=[O:9])=[CH:6][N:5]([CH3:11])[N:4]=1. The catalyst class is: 122.